From a dataset of Catalyst prediction with 721,799 reactions and 888 catalyst types from USPTO. Predict which catalyst facilitates the given reaction. (1) Reactant: [CH3:1][O:2][C:3]1[CH:9]=[CH:8][C:6]([NH2:7])=[CH:5][CH:4]=1.[CH:10]1[C:15]([N+]([O-])=O)=CC=C(O)[CH:11]=1.S(=O)(=O)(O)O.[OH-].[Na+]. The catalyst class is: 610. Product: [CH3:1][O:2][C:3]1[CH:9]=[C:8]2[C:6](=[CH:5][CH:4]=1)[N:7]=[CH:15][CH:10]=[CH:11]2. (2) Reactant: Cl[C:2]1[CH:7]=[CH:6][C:5]([F:8])=[CH:4][C:3]=1[N+:9]([O-:11])=[O:10].[NH2:12][CH2:13][C@@H:14]1[CH2:18][CH2:17][N:16]([C:19]([O:21][C:22]([CH3:25])([CH3:24])[CH3:23])=[O:20])[CH2:15]1.C1C=CC(P(C2C(C3C(P(C4C=CC=CC=4)C4C=CC=CC=4)=CC=C4C=3C=CC=C4)=C3C(C=CC=C3)=CC=2)C2C=CC=CC=2)=CC=1. Product: [F:8][C:5]1[CH:6]=[CH:7][C:2]([NH:12][CH2:13][C@@H:14]2[CH2:18][CH2:17][N:16]([C:19]([O:21][C:22]([CH3:25])([CH3:24])[CH3:23])=[O:20])[CH2:15]2)=[C:3]([N+:9]([O-:11])=[O:10])[CH:4]=1. The catalyst class is: 718. (3) Reactant: [C:1]([NH:8][C@H:9]([C:11]([OH:13])=O)[CH3:10])([O:3][C:4]([CH3:7])([CH3:6])[CH3:5])=[O:2].ON1C2C=CC=CC=2N=N1.C(N(C(CC)C)C(C)C)(C)C.CCN=C=NCCCN(C)C.Cl.[CH3:47][O:48][C:49](=[O:63])[CH2:50][CH:51]([NH2:62])[CH2:52][C:53]1[CH:58]=[C:57]([F:59])[C:56]([F:60])=[CH:55][C:54]=1[F:61]. Product: [CH3:47][O:48][C:49](=[O:63])[CH2:50][CH:51]([NH:62][C:11](=[O:13])[CH:9]([NH:8][C:1]([O:3][C:4]([CH3:5])([CH3:6])[CH3:7])=[O:2])[CH3:10])[CH2:52][C:53]1[CH:58]=[C:57]([F:59])[C:56]([F:60])=[CH:55][C:54]=1[F:61]. The catalyst class is: 1. (4) Reactant: [CH3:1][O:2][C:3]1[CH:10]=[CH:9][C:6]([C:7]#[N:8])=[CH:5][N:4]=1.C([O-])(=O)C.[Na+].[Br:16]Br.O. Product: [Br:16][C:10]1[C:3]([O:2][CH3:1])=[N:4][CH:5]=[C:6]([CH:9]=1)[C:7]#[N:8]. The catalyst class is: 15. (5) Reactant: [Cl:1][C:2]1[CH:3]=[C:4]([S:8]([N:11]2[CH2:16][CH2:15][NH:14][CH:13]([C:17]([N:19]3[CH2:24][CH2:23][N:22]([C:25]4[CH:30]=[C:29]([CH3:31])[CH:28]=[CH:27][C:26]=4[CH3:32])[CH2:21][CH2:20]3)=[O:18])[CH2:12]2)(=[O:10])=[O:9])[CH:5]=[CH:6][CH:7]=1.C(=O)([O-])[O-].[Cs+].[Cs+].Br[CH2:40][CH2:41][CH3:42].O. Product: [Cl:1][C:2]1[CH:3]=[C:4]([S:8]([N:11]2[CH2:16][CH2:15][N:14]([CH2:40][CH2:41][CH3:42])[CH:13]([C:17]([N:19]3[CH2:24][CH2:23][N:22]([C:25]4[CH:30]=[C:29]([CH3:31])[CH:28]=[CH:27][C:26]=4[CH3:32])[CH2:21][CH2:20]3)=[O:18])[CH2:12]2)(=[O:9])=[O:10])[CH:5]=[CH:6][CH:7]=1. The catalyst class is: 21. (6) Reactant: [CH:1]1([C:4](=[O:10])[CH2:5][C:6]([O:8]C)=[O:7])[CH2:3][CH2:2]1.CO[CH:13](OC)[N:14](C)C.O.Cl.NO. Product: [CH:1]1([C:4]2[O:10][N:14]=[CH:13][C:5]=2[C:6]([OH:8])=[O:7])[CH2:3][CH2:2]1. The catalyst class is: 5. (7) Reactant: [F:1][C:2]1[CH:7]=[CH:6][C:5]([CH2:8][NH2:9])=[CH:4][CH:3]=1.[OH:10][C:11]1[C:16](=[O:17])[N:15]2[CH:18]=[C:19]([N:28]3[CH2:33][CH2:32][O:31][CH2:30][CH2:29]3)[CH:20]=[C:21]([N:22]3[CH2:27][CH2:26][O:25][CH2:24][CH2:23]3)[C:14]2=[N:13][C:12]=1[C:34](OC)=[O:35]. Product: [F:1][C:2]1[CH:7]=[CH:6][C:5]([CH2:8][NH:9][C:34]([C:12]2[N:13]=[C:14]3[C:21]([N:22]4[CH2:27][CH2:26][O:25][CH2:24][CH2:23]4)=[CH:20][C:19]([N:28]4[CH2:29][CH2:30][O:31][CH2:32][CH2:33]4)=[CH:18][N:15]3[C:16](=[O:17])[C:11]=2[OH:10])=[O:35])=[CH:4][CH:3]=1. The catalyst class is: 5.